From a dataset of NCI-60 drug combinations with 297,098 pairs across 59 cell lines. Regression. Given two drug SMILES strings and cell line genomic features, predict the synergy score measuring deviation from expected non-interaction effect. Drug 1: CS(=O)(=O)C1=CC(=C(C=C1)C(=O)NC2=CC(=C(C=C2)Cl)C3=CC=CC=N3)Cl. Drug 2: C1=NC2=C(N1)C(=S)N=CN2. Cell line: HOP-92. Synergy scores: CSS=-2.23, Synergy_ZIP=-11.3, Synergy_Bliss=-27.2, Synergy_Loewe=-41.7, Synergy_HSA=-26.6.